Dataset: Catalyst prediction with 721,799 reactions and 888 catalyst types from USPTO. Task: Predict which catalyst facilitates the given reaction. (1) Reactant: Br[CH:2]1[C:7](=O)[CH2:6][CH2:5][CH:4]([C:9]([O:11][CH2:12][CH3:13])=[O:10])[CH2:3]1.[C:14]([NH2:22])(=[O:21])[C:15]1[CH:20]=[CH:19][CH:18]=[CH:17][CH:16]=1.ClC(Cl)C. Product: [C:15]1([C:14]2[O:21][C:2]3[CH2:3][CH:4]([C:9]([O:11][CH2:12][CH3:13])=[O:10])[CH2:5][CH2:6][C:7]=3[N:22]=2)[CH:20]=[CH:19][CH:18]=[CH:17][CH:16]=1. The catalyst class is: 2. (2) Reactant: [C:1]1([C:16]2[CH:21]=[CH:20][CH:19]=[CH:18][CH:17]=2)[CH:6]=[CH:5][CH:4]=[C:3]([C:7]2[S:8][C:9]([CH3:15])=[C:10]([CH2:12][CH2:13][OH:14])[N:11]=2)[CH:2]=1.[CH2:22]([O:24][C:25](=[O:37])[C:26]([O:29][C:30]1[CH:35]=[CH:34][C:33](O)=[CH:32][CH:31]=1)([CH3:28])[CH3:27])[CH3:23].C1(P(C2C=CC=CC=2)C2C=CC=CC=2)C=CC=CC=1.CC(OC(/N=N/C(OC(C)C)=O)=O)C. Product: [CH2:22]([O:24][C:25](=[O:37])[C:26]([O:29][C:30]1[CH:35]=[CH:34][C:33]([O:14][CH2:13][CH2:12][C:10]2[N:11]=[C:7]([C:3]3[CH:2]=[C:1]([C:16]4[CH:17]=[CH:18][CH:19]=[CH:20][CH:21]=4)[CH:6]=[CH:5][CH:4]=3)[S:8][C:9]=2[CH3:15])=[CH:32][CH:31]=1)([CH3:28])[CH3:27])[CH3:23]. The catalyst class is: 54. (3) Reactant: [CH3:1][N:2]1[CH:6]=[CH:5][CH:4]=[C:3]1[C:7]([OH:9])=[O:8].[CH3:10][Si](C=[N+]=[N-])(C)C. Product: [CH3:1][N:2]1[CH:6]=[CH:5][CH:4]=[C:3]1[C:7]([O:9][CH3:10])=[O:8]. The catalyst class is: 71. (4) Reactant: [O:1]1[C@H:5]2[O:6][CH2:7][CH2:8][C@H:4]2[C@@H:3]([O:9][C:10](=[O:32])[NH:11][C@@H:12]([CH2:25][C:26]2[CH:31]=[CH:30][CH:29]=[CH:28][CH:27]=2)[C@H:13]([OH:24])[CH2:14][NH:15][CH2:16][C:17]([CH3:23])([CH3:22])[CH2:18][CH2:19][C:20]#[N:21])[CH2:2]1.C(N(C(C)C)CC)(C)C.[C:42]([NH:45][C:46]1[CH:47]=[C:48]([S:52](Cl)(=[O:54])=[O:53])[CH:49]=[CH:50][CH:51]=1)(=[O:44])[CH3:43]. Product: [O:1]1[C@H:5]2[O:6][CH2:7][CH2:8][C@H:4]2[C@@H:3]([O:9][C:10](=[O:32])[NH:11][C@@H:12]([CH2:25][C:26]2[CH:27]=[CH:28][CH:29]=[CH:30][CH:31]=2)[C@H:13]([OH:24])[CH2:14][N:15]([S:52]([C:48]2[CH:49]=[CH:50][CH:51]=[C:46]([NH:45][C:42](=[O:44])[CH3:43])[CH:47]=2)(=[O:54])=[O:53])[CH2:16][C:17]([CH3:22])([CH3:23])[CH2:18][CH2:19][C:20]#[N:21])[CH2:2]1. The catalyst class is: 2.